From a dataset of Catalyst prediction with 721,799 reactions and 888 catalyst types from USPTO. Predict which catalyst facilitates the given reaction. (1) Reactant: [F:1][CH2:2][C:3]1[CH:33]=[CH:32][C:6]([C:7]([NH:9][CH2:10][CH2:11][S:12]C(C2C=CC=CC=2)(C2C=CC=CC=2)C2C=CC=CC=2)=[O:8])=[CH:5][CH:4]=1.C(O)(C(F)(F)F)=O. Product: [F:1][CH2:2][C:3]1[CH:4]=[CH:5][C:6]([C:7]([NH:9][CH2:10][CH2:11][SH:12])=[O:8])=[CH:32][CH:33]=1. The catalyst class is: 6. (2) Reactant: N12CCCN=C1CCCCC2.CO[C:14](=[O:37])[C:15]1[CH:20]=[CH:19][CH:18]=[C:17]([CH2:21][NH:22][C:23]([O:25][CH2:26][C:27]2[CH:32]=[CH:31][CH:30]=[CH:29][CH:28]=2)=[O:24])[C:16]=1[C:33]([O:35]C)=O.Cl.[NH2:39][CH:40]1[CH2:46][CH2:45][C:44](=[O:47])[NH:43][C:41]1=[O:42].O. The catalyst class is: 3. Product: [CH2:26]([O:25][C:23](=[O:24])[NH:22][CH2:21][C:17]1[CH:18]=[CH:19][CH:20]=[C:15]2[C:16]=1[C:33](=[O:35])[N:39]([CH:40]1[CH2:46][CH2:45][C:44](=[O:47])[NH:43][C:41]1=[O:42])[C:14]2=[O:37])[C:27]1[CH:28]=[CH:29][CH:30]=[CH:31][CH:32]=1. (3) Reactant: [CH3:1][C:2]1[C:3]([C:15]2[CH:20]=[CH:19][CH:18]=[CH:17][CH:16]=2)=[N:4][C:5]2[C:10]([C:11]=1[C:12](Cl)=[O:13])=[CH:9][CH:8]=[CH:7][CH:6]=2.[CH3:21][OH:22]. Product: [CH3:21][O:22][C:12]([C:11]1[C:10]2[C:5](=[CH:6][CH:7]=[CH:8][CH:9]=2)[N:4]=[C:3]([C:15]2[CH:20]=[CH:19][CH:18]=[CH:17][CH:16]=2)[C:2]=1[CH3:1])=[O:13]. The catalyst class is: 2. (4) Reactant: [CH:1]1([C:7]2[CH:20]=[CH:19][C:10]([O:11][CH2:12][C@H:13]3[O:17][C:16]([NH2:18])=[N:15][CH2:14]3)=[CH:9][CH:8]=2)[CH2:6][CH2:5][CH2:4][CH2:3][CH2:2]1.C([O:23][C:24](=O)[CH:25]([CH2:30][CH3:31])[C:26](=O)[CH2:27][CH3:28])C. Product: [CH:1]1([C:7]2[CH:20]=[CH:19][C:10]([O:11][CH2:12][CH:13]3[O:17][C:16]4=[N:18][C:24](=[O:23])[C:25]([CH2:30][CH3:31])=[C:26]([CH2:27][CH3:28])[N:15]4[CH2:14]3)=[CH:9][CH:8]=2)[CH2:2][CH2:3][CH2:4][CH2:5][CH2:6]1. The catalyst class is: 22. (5) Reactant: CI.[Br:3][C:4]1[C:5]([NH:24][S:25]([CH3:28])(=[O:27])=[O:26])=[CH:6][C:7]2[O:11][C:10]([C:12]3[CH:17]=[CH:16][C:15]([F:18])=[CH:14][CH:13]=3)=[C:9]([C:19]([NH:21][CH3:22])=[O:20])[C:8]=2[CH:23]=1.[C:29]([O-])([O-])=O.[K+].[K+]. Product: [Br:3][C:4]1[C:5]([N:24]([CH3:29])[S:25]([CH3:28])(=[O:26])=[O:27])=[CH:6][C:7]2[O:11][C:10]([C:12]3[CH:13]=[CH:14][C:15]([F:18])=[CH:16][CH:17]=3)=[C:9]([C:19]([NH:21][CH3:22])=[O:20])[C:8]=2[CH:23]=1. The catalyst class is: 3. (6) Reactant: [Br:1][C:2]1[CH:3]=[C:4]2[C:9](=[CH:10][CH:11]=1)[N:8]([C:12](=[O:17])[C:13]([F:16])([F:15])[F:14])[C@@H:7]([CH3:18])[CH2:6][N:5]2S(C1C=CC(C)=CC=1)(=O)=O.ClCCl.S(=O)(=O)(O)O. Product: [Br:1][C:2]1[CH:3]=[C:4]2[C:9](=[CH:10][CH:11]=1)[N:8]([C:12](=[O:17])[C:13]([F:15])([F:14])[F:16])[C@@H:7]([CH3:18])[CH2:6][NH:5]2. The catalyst class is: 6.